This data is from Full USPTO retrosynthesis dataset with 1.9M reactions from patents (1976-2016). The task is: Predict the reactants needed to synthesize the given product. (1) Given the product [F:25][C:26]1[CH:27]=[C:28]([C:2]2[S:6][C:5]([C:7]3[N:11]4[N:12]=[C:13]([CH3:21])[CH:14]=[C:15]([CH:16]([CH2:19][CH3:20])[CH2:17][CH3:18])[C:10]4=[N:9][C:8]=3[CH3:22])=[C:4]([CH3:23])[CH:3]=2)[CH:29]=[CH:30][C:31]=1[F:32], predict the reactants needed to synthesize it. The reactants are: Br[C:2]1[S:6][C:5]([C:7]2[N:11]3[N:12]=[C:13]([CH3:21])[CH:14]=[C:15]([CH:16]([CH2:19][CH3:20])[CH2:17][CH3:18])[C:10]3=[N:9][C:8]=2[CH3:22])=[C:4]([CH3:23])[CH:3]=1.[Br-].[F:25][C:26]1[CH:27]=[C:28]([Zn+])[CH:29]=[CH:30][C:31]=1[F:32].C1COCC1. (2) Given the product [N+:1]([C:4]1[CH:5]=[C:6]2[C:10](=[CH:11][CH:12]=1)[N:9]([CH:13]1[CH2:18][CH2:17][CH2:16][CH2:15][O:14]1)[N:8]=[C:7]2[C:19]1[NH:33][C:30]2[CH:31]=[CH:32][C:27]([N:24]3[CH2:23][CH2:22][O:21][CH2:26][CH2:25]3)=[CH:28][C:29]=2[N:34]=1)([O-:3])=[O:2], predict the reactants needed to synthesize it. The reactants are: [N+:1]([C:4]1[CH:5]=[C:6]2[C:10](=[CH:11][CH:12]=1)[N:9]([CH:13]1[CH2:18][CH2:17][CH2:16][CH2:15][O:14]1)[N:8]=[C:7]2[CH:19]=O)([O-:3])=[O:2].[O:21]1[CH2:26][CH2:25][N:24]([C:27]2[CH:28]=[C:29]([NH2:34])[C:30]([NH2:33])=[CH:31][CH:32]=2)[CH2:23][CH2:22]1.S(=O)(O)[O-].[Na+]. (3) The reactants are: [Cl:1][C:2]1[C:3]([C:16]2[C:21]([CH3:22])=[CH:20][C:19]([CH3:23])=[CH:18][N:17]=2)=[C:4]([F:15])[C:5]([N:8]2[CH2:13][CH2:12][CH:11]([NH2:14])[CH2:10][CH2:9]2)=[N:6][CH:7]=1.[CH3:24][S:25]([CH2:28][CH2:29][C:30](O)=[O:31])(=[O:27])=[O:26].CN1CCOCC1.CN(C(ON1N=NC2C=CC=NC1=2)=[N+](C)C)C.F[P-](F)(F)(F)(F)F. Given the product [Cl:1][C:2]1[C:3]([C:16]2[C:21]([CH3:22])=[CH:20][C:19]([CH3:23])=[CH:18][N:17]=2)=[C:4]([F:15])[C:5]([N:8]2[CH2:9][CH2:10][CH:11]([NH:14][C:30](=[O:31])[CH2:29][CH2:28][S:25]([CH3:24])(=[O:27])=[O:26])[CH2:12][CH2:13]2)=[N:6][CH:7]=1, predict the reactants needed to synthesize it. (4) The reactants are: [CH2:1]([O:3][C:4](=[O:18])[C:5]1[CH:10]=[CH:9][CH:8]=[C:7]([CH:11]2[CH2:16][CH2:15][CH2:14][C:13](=O)[CH2:12]2)[CH:6]=1)[CH3:2].[C:19]1([C@H:29]([NH2:31])[CH3:30])[C:28]2[C:23](=[CH:24][CH:25]=[CH:26][CH:27]=2)[CH:22]=[CH:21][CH:20]=1. Given the product [CH2:1]([O:3][C:4](=[O:18])[C:5]1[CH:10]=[CH:9][CH:8]=[C:7]([CH:11]2[CH2:16][CH2:15][CH2:14][CH:13]([NH:31][C@@H:29]([C:19]3[C:28]4[C:23](=[CH:24][CH:25]=[CH:26][CH:27]=4)[CH:22]=[CH:21][CH:20]=3)[CH3:30])[CH2:12]2)[CH:6]=1)[CH3:2], predict the reactants needed to synthesize it.